From a dataset of Forward reaction prediction with 1.9M reactions from USPTO patents (1976-2016). Predict the product of the given reaction. Given the reactants Cl[C:2]1[N:7]=[C:6]([N:8]2[CH2:13][CH2:12][O:11][CH2:10][CH2:9]2)[N:5]=[C:4]([N:14]2[C:18]3[CH:19]=[CH:20][CH:21]=[CH:22][C:17]=3[N:16]=[C:15]2[CH:23]([F:25])[F:24])[N:3]=1.[CH3:26][NH:27][CH2:28][C:29]1[CH:34]=[CH:33][CH:32]=[CH:31][CH:30]=1, predict the reaction product. The product is: [CH2:28]([N:27]([CH3:26])[C:2]1[N:3]=[C:4]([N:14]2[C:18]3[CH:19]=[CH:20][CH:21]=[CH:22][C:17]=3[N:16]=[C:15]2[CH:23]([F:25])[F:24])[N:5]=[C:6]([N:8]2[CH2:9][CH2:10][O:11][CH2:12][CH2:13]2)[N:7]=1)[C:29]1[CH:34]=[CH:33][CH:32]=[CH:31][CH:30]=1.